This data is from Forward reaction prediction with 1.9M reactions from USPTO patents (1976-2016). The task is: Predict the product of the given reaction. (1) The product is: [F:36][C:31]1[CH:32]=[CH:33][CH:34]=[CH:35][C:30]=1[CH:28]([O:27][C:21]1[CH:20]=[C:19]([N:18]2[C:12]3[CH:11]=[C:10]([CH2:9][OH:8])[N:15]=[CH:14][C:13]=3[N:16]=[CH:17]2)[S:23][C:22]=1[C:24]([NH2:26])=[O:25])[CH3:29]. Given the reactants [Si]([O:8][CH2:9][C:10]1[N:15]=[CH:14][C:13]2[N:16]=[CH:17][N:18]([C:19]3[S:23][C:22]([C:24]([NH2:26])=[O:25])=[C:21]([O:27][CH:28]([C:30]4[CH:35]=[CH:34][CH:33]=[CH:32][C:31]=4[F:36])[CH3:29])[CH:20]=3)[C:12]=2[CH:11]=1)(C(C)(C)C)(C)C.[F-].C([N+](CCCC)(CCCC)CCCC)CCC, predict the reaction product. (2) Given the reactants [C:1]([NH2:9])(=O)[C:2]1[CH:7]=[CH:6][CH:5]=[CH:4][CH:3]=1.COC1C=CC(P2(SP(C3C=CC(OC)=CC=3)(=S)S2)=[S:19])=CC=1, predict the reaction product. The product is: [C:2]1([C:1](=[S:19])[NH2:9])[CH:7]=[CH:6][CH:5]=[CH:4][CH:3]=1. (3) The product is: [CH2:22]([O:21][C:18]1[CH:19]=[CH:20][C:15]([N:5]2[C:6]3[CH2:7][CH2:8][CH2:9][CH2:10][C:11]=3[C:3]([C:2]([F:1])([F:12])[F:13])=[N:4]2)=[CH:16][CH:17]=1)[CH2:23][CH3:24]. Given the reactants [F:1][C:2]([F:13])([F:12])[C:3]1[C:11]2[CH2:10][CH2:9][CH2:8][CH2:7][C:6]=2[NH:5][N:4]=1.Br[C:15]1[CH:20]=[CH:19][C:18]([O:21][CH2:22][CH2:23][CH3:24])=[CH:17][CH:16]=1.CN(C)CC(O)=O.C(=O)([O-])[O-].[K+].[K+], predict the reaction product. (4) Given the reactants Br[C:2]1[S:6][C:5]([N:7]2[C:11]([CH3:12])=[CH:10][CH:9]=[C:8]2[CH3:13])=[N:4][C:3]=1[C:14]([F:17])([F:16])[F:15].C([Li])(C)(C)C.[CH2:23]([CH:25]([C:28]1[N:33]2[N:34]=[C:35]([CH3:38])[C:36](I)=[C:32]2[N:31]=[C:30]([CH3:39])[CH:29]=1)[CH2:26][CH3:27])[CH3:24].C(OCC)C, predict the reaction product. The product is: [CH3:13][C:8]1[N:7]([C:5]2[S:6][C:2]([C:36]3[C:35]([CH3:38])=[N:34][N:33]4[C:28]([CH:25]([CH2:23][CH3:24])[CH2:26][CH3:27])=[CH:29][C:30]([CH3:39])=[N:31][C:32]=34)=[C:3]([C:14]([F:17])([F:16])[F:15])[N:4]=2)[C:11]([CH3:12])=[CH:10][CH:9]=1. (5) Given the reactants C(B1O[C:8]([CH3:10])([CH3:9])[C:5]([CH3:7])(C)O1)=C.P([O-])([O-])([O-])=O.[K+].[K+].[K+].[CH2:20]([O:22][C:23]([C:25]1[CH:26]=[N:27][N:28]([C:31]2[C:36]([Cl:37])=CC(Br)=C[N:32]=2)[C:29]=1[CH3:30])=[O:24])[CH3:21], predict the reaction product. The product is: [CH2:20]([O:22][C:23]([C:25]1[CH:26]=[N:27][N:28]([C:31]2[C:36]([Cl:37])=[CH:9][C:8]([CH:5]=[CH2:7])=[CH:10][N:32]=2)[C:29]=1[CH3:30])=[O:24])[CH3:21]. (6) Given the reactants [NH2:1][C@@H:2]([C:19]([CH3:22])([CH3:21])[CH3:20])[C:3]([NH:5][C@H:6]1[C:14]2[C:9](=[CH:10][CH:11]=[CH:12][CH:13]=2)[CH2:8][C@H:7]1[O:15][C:16](=[O:18])[CH3:17])=[O:4].[C:23]([O-])(O)=[O:24].[Na+].[CH2:28]([O:30][C:31]([C@:33]1([NH:38][C:39]([C@@H:41]2[CH2:45][C@@H:44]([OH:46])[CH2:43][NH:42]2)=[O:40])[CH2:35][C@@H:34]1[CH:36]=[CH2:37])=[O:32])[CH3:29], predict the reaction product. The product is: [CH2:28]([O:30][C:31]([C@@:33]1([NH:38][C:39]([C@@H:41]2[CH2:45][C@@H:44]([OH:46])[CH2:43][N:42]2[C:23](=[O:24])[NH:1][C@H:2]([C:3](=[O:4])[NH:5][C@H:6]2[C:14]3[C:9](=[CH:10][CH:11]=[CH:12][CH:13]=3)[CH2:8][C@H:7]2[O:15][C:16](=[O:18])[CH3:17])[C:19]([CH3:22])([CH3:21])[CH3:20])=[O:40])[CH2:35][C@H:34]1[CH:36]=[CH2:37])=[O:32])[CH3:29]. (7) Given the reactants [NH2:1][C:2]1[N:7]=[C:6]([O:8]C)[N:5]([CH2:10][CH2:11][CH2:12][C:13](=[O:15])[CH3:14])[C:4](=[O:16])[CH:3]=1.Cl.[CH2:18]([C:20]1[CH:21]=[C:22]([CH:24]=[CH:25][C:26]=1[CH3:27])N)[CH3:19], predict the reaction product. The product is: [O:15]=[C:13]([CH3:14])[CH2:12][CH2:11][CH2:10][N:5]1[C:4](=[O:16])[CH:3]=[C:2]([NH:1][C:22]2[CH:24]=[CH:25][C:26]([CH3:27])=[C:20]([CH2:18][CH3:19])[CH:21]=2)[NH:7][C:6]1=[O:8].